The task is: Predict the reactants needed to synthesize the given product.. This data is from Full USPTO retrosynthesis dataset with 1.9M reactions from patents (1976-2016). (1) Given the product [C:1]([O:5][C:6]([N:8]([C:33]([O:35][C:36]([CH3:39])([CH3:38])[CH3:37])=[O:34])[C:9]1[C:18]2[C:13](=[CH:14][C:15]([NH:19][CH:20]([C:25]3[CH:30]=[C:29]([Cl:31])[CH:28]=[CH:27][C:26]=3[F:32])[C:21]([OH:23])=[O:22])=[CH:16][CH:17]=2)[CH:12]=[CH:11][N:10]=1)=[O:7])([CH3:4])([CH3:3])[CH3:2], predict the reactants needed to synthesize it. The reactants are: [C:1]([O:5][C:6]([N:8]([C:33]([O:35][C:36]([CH3:39])([CH3:38])[CH3:37])=[O:34])[C:9]1[C:18]2[C:13](=[CH:14][C:15]([NH:19][CH:20]([C:25]3[CH:30]=[C:29]([Cl:31])[CH:28]=[CH:27][C:26]=3[F:32])[C:21]([O:23]C)=[O:22])=[CH:16][CH:17]=2)[CH:12]=[CH:11][N:10]=1)=[O:7])([CH3:4])([CH3:3])[CH3:2].[OH-].[Na+]. (2) Given the product [Cl:1][C:2]1[CH:3]=[CH:4][C:5]([CH2:6][NH:7][C:8]([C:10]2[C:11](=[O:25])[C:12]3[CH:20]=[C:19]([C:21]#[C:22][CH2:23][O:24][C:28](=[O:34])[CH2:29][CH2:30][C:31]([OH:33])=[O:32])[S:18][C:13]=3[N:14]([CH2:16][CH3:17])[CH:15]=2)=[O:9])=[CH:26][CH:27]=1, predict the reactants needed to synthesize it. The reactants are: [Cl:1][C:2]1[CH:27]=[CH:26][C:5]([CH2:6][NH:7][C:8]([C:10]2[C:11](=[O:25])[C:12]3[CH:20]=[C:19]([C:21]#[C:22][CH2:23][OH:24])[S:18][C:13]=3[N:14]([CH2:16][CH3:17])[CH:15]=2)=[O:9])=[CH:4][CH:3]=1.[C:28]1(=[O:34])[O:33][C:31](=[O:32])[CH2:30][CH2:29]1. (3) Given the product [OH:25][C:24]1[CH2:23][CH2:22][C:27](=[O:28])[C:26]=1[CH2:11][C:10]1[CH:13]=[CH:14][CH:15]=[C:8]([CH2:7][CH2:6][O:5][Si:4]([CH:19]([CH3:21])[CH3:20])([CH:1]([CH3:3])[CH3:2])[CH:16]([CH3:18])[CH3:17])[CH:9]=1, predict the reactants needed to synthesize it. The reactants are: [CH:1]([Si:4]([CH:19]([CH3:21])[CH3:20])([CH:16]([CH3:18])[CH3:17])[O:5][CH2:6][CH2:7][C:8]1[CH:9]=[C:10]([CH:13]=[CH:14][CH:15]=1)[CH:11]=O)([CH3:3])[CH3:2].[CH2:22]1[C:27](=[O:28])[CH2:26][C:24](=[O:25])[CH2:23]1.N1CCC[C@H]1C(O)=O.CC1NC(C)=C(C(OCC)=O)CC=1C(OCC)=O. (4) Given the product [CH2:20]([N:5]1[C:1](=[O:11])[C:2]2=[CH:10][CH:9]=[CH:8][CH:7]=[C:3]2[C:4]1=[O:6])[CH2:19][CH2:18][CH2:17][CH2:16][CH:15]=[CH2:14], predict the reactants needed to synthesize it. The reactants are: [C:1]1(=[O:11])[NH:5][C:4](=[O:6])[C:3]2=[CH:7][CH:8]=[CH:9][CH:10]=[C:2]12.[K].Br[CH2:14][CH2:15][CH2:16][CH2:17][CH2:18][CH:19]=[CH2:20]. (5) Given the product [F:1][C:2]1[C:12]([NH:13][CH2:14][C:15]2[CH:20]=[C:19]([CH3:21])[CH:18]=[C:17]([C:22]3[CH:27]=[CH:26][CH:25]=[C:24]([F:28])[CH:23]=3)[C:16]=2[F:29])=[C:11]([F:30])[CH:10]=[CH:9][C:3]=1[O:4][CH2:5][C:6]([O:8][CH:42]([CH3:44])[CH3:43])=[O:7], predict the reactants needed to synthesize it. The reactants are: [F:1][C:2]1[C:12]([NH:13][CH2:14][C:15]2[CH:20]=[C:19]([CH3:21])[CH:18]=[C:17]([C:22]3[CH:27]=[CH:26][CH:25]=[C:24]([F:28])[CH:23]=3)[C:16]=2[F:29])=[C:11]([F:30])[CH:10]=[CH:9][C:3]=1[O:4][CH2:5][C:6]([OH:8])=[O:7].C([O-])([O-])=O.[Cs+].[Cs+].BrCC(O[CH:42]([CH3:44])[CH3:43])=O.O. (6) Given the product [CH3:24][C:10]1[CH:11]=[C:12]([S:15][C:16]2[CH:21]=[CH:20][C:19]([O:22][CH2:43][C:42]3[CH:41]=[CH:40][C:39]([C:38]([F:37])([F:47])[F:48])=[CH:46][CH:45]=3)=[C:18]([CH3:23])[CH:17]=2)[CH:13]=[CH:14][C:9]=1[O:8][CH2:7][C:6]([OH:5])=[O:25], predict the reactants needed to synthesize it. The reactants are: C([O:5][C:6](=[O:25])[CH2:7][O:8][C:9]1[CH:14]=[CH:13][C:12]([S:15][C:16]2[CH:21]=[CH:20][C:19]([OH:22])=[C:18]([CH3:23])[CH:17]=2)=[CH:11][C:10]=1[CH3:24])(C)(C)C.C([O-])([O-])=O.[Cs+].[Cs+].CN(C=O)C.[F:37][C:38]([F:48])([F:47])[C:39]1[CH:46]=[CH:45][C:42]([CH2:43]Br)=[CH:41][CH:40]=1.